This data is from Full USPTO retrosynthesis dataset with 1.9M reactions from patents (1976-2016). The task is: Predict the reactants needed to synthesize the given product. (1) Given the product [CH3:1][N:2]([S:25]([CH3:28])(=[O:26])=[O:27])[C:3]1[CH:4]=[C:5]([C:21]([OH:23])=[O:22])[C:6]2[CH2:7][CH2:8][N:9]([CH:14]([CH2:18][CH2:19][CH3:20])[CH2:15][CH2:16][CH3:17])[C:10](=[O:13])[C:11]=2[CH:12]=1, predict the reactants needed to synthesize it. The reactants are: [CH3:1][N:2]([S:25]([CH3:28])(=[O:27])=[O:26])[C:3]1[CH:4]=[C:5]([C:21]([O:23]C)=[O:22])[C:6]2[CH2:7][CH2:8][N:9]([CH:14]([CH2:18][CH2:19][CH3:20])[CH2:15][CH2:16][CH3:17])[C:10](=[O:13])[C:11]=2[CH:12]=1.[OH-].[Na+]. (2) Given the product [ClH:49].[NH2:38][CH:39]([C:43]1[CH:44]=[N:45][C:46]([Cl:49])=[CH:47][CH:48]=1)[C:40]([N:6]([CH2:15][CH2:16][C:17]1[CH:22]=[CH:21][C:20]([F:23])=[C:19]([F:24])[CH:18]=1)[C:7]1[CH:12]=[CH:11][C:10]([CH3:13])=[C:9]([CH3:14])[CH:8]=1)=[O:42], predict the reactants needed to synthesize it. The reactants are: Cl.N[C@@H](C1C=CC=CC=1)C([N:6]([CH2:15][CH2:16][C:17]1[CH:22]=[CH:21][C:20]([F:23])=[C:19]([F:24])[CH:18]=1)[C:7]1[CH:12]=[CH:11][C:10]([CH3:13])=[C:9]([CH3:14])[CH:8]=1)=O.C(OC([NH:38][CH:39]([C:43]1[CH:44]=[N:45][C:46]([Cl:49])=[CH:47][CH:48]=1)[C:40]([OH:42])=O)=O)(C)(C)C. (3) Given the product [Cl:19][C:4]1[N:3]=[C:2]([NH:20][CH2:21][C:22]2[CH:27]=[CH:26][CH:25]=[CH:24][N:23]=2)[C:11]2[C:6]([C:5]=1[I:18])=[CH:7][CH:8]=[CH:9][C:10]=2[C:12]1[CH:17]=[CH:16][CH:15]=[CH:14][CH:13]=1, predict the reactants needed to synthesize it. The reactants are: Cl[C:2]1[C:11]2[C:6](=[CH:7][CH:8]=[CH:9][C:10]=2[C:12]2[CH:17]=[CH:16][CH:15]=[CH:14][CH:13]=2)[C:5]([I:18])=[C:4]([Cl:19])[N:3]=1.[NH2:20][CH2:21][C:22]1[CH:27]=[CH:26][CH:25]=[CH:24][N:23]=1. (4) Given the product [OH:8][C:9]1[CH:14]=[CH:13][C:12]([N:15]2[CH:32]=[CH:31][N:17]([C:18]3[CH:23]=[CH:22][C:21]([O:24][C:25]4[CH:26]=[CH:27][CH:28]=[CH:29][CH:30]=4)=[CH:20][CH:19]=3)[C:16]2=[O:37])=[CH:11][CH:10]=1, predict the reactants needed to synthesize it. The reactants are: C([O:8][C:9]1[CH:14]=[CH:13][C:12]([NH:15][C:16](=[O:37])[N:17]([CH2:31][CH:32](OC)OC)[C:18]2[CH:23]=[CH:22][C:21]([O:24][C:25]3[CH:30]=[CH:29][CH:28]=[CH:27][CH:26]=3)=[CH:20][CH:19]=2)=[CH:11][CH:10]=1)C1C=CC=CC=1.C(=O)([O-])[O-].[Na+].[Na+]. (5) Given the product [NH2:1][C@H:2]([C:7]([O:9][CH2:10][C:11]1[CH:16]=[CH:15][CH:14]=[CH:13][CH:12]=1)=[O:8])[CH2:3][CH:4]([CH3:6])[CH3:5], predict the reactants needed to synthesize it. The reactants are: [NH:1](C(OCC1C2C(=CC=CC=2)C2C1=CC=CC=2)=O)[C@H:2]([C:7]([O:9][CH2:10][C:11]1[CH:16]=[CH:15][CH:14]=[CH:13][CH:12]=1)=[O:8])[CH2:3][CH:4]([CH3:6])[CH3:5].C(NCC)C.C(#N)C. (6) The reactants are: Cl.[C:2]1(=[O:12])[C:6]2([CH2:11][CH2:10][CH2:9][NH:8][CH2:7]2)[CH2:5][CH2:4][NH:3]1.C(N(CC)CC)C.[CH3:20][C:21]1[CH:26]=[C:25]([CH3:27])[CH:24]=[CH:23][C:22]=1[S:28](Cl)(=[O:30])=[O:29]. Given the product [CH3:20][C:21]1[CH:26]=[C:25]([CH3:27])[CH:24]=[CH:23][C:22]=1[S:28]([N:8]1[CH2:9][CH2:10][CH2:11][C:6]2([C:2](=[O:12])[NH:3][CH2:4][CH2:5]2)[CH2:7]1)(=[O:29])=[O:30], predict the reactants needed to synthesize it.